Regression. Given a peptide amino acid sequence and an MHC pseudo amino acid sequence, predict their binding affinity value. This is MHC class II binding data. From a dataset of Peptide-MHC class II binding affinity with 134,281 pairs from IEDB. (1) The peptide sequence is HIDLLVGSATLCSALYVGDL. The MHC is DRB1_0301 with pseudo-sequence DRB1_0301. The binding affinity (normalized) is 0.529. (2) The peptide sequence is IWDYKREAPAHVSTI. The MHC is DRB1_0301 with pseudo-sequence DRB1_0301. The binding affinity (normalized) is 0.665.